From a dataset of Peptide-MHC class I binding affinity with 185,985 pairs from IEDB/IMGT. Regression. Given a peptide amino acid sequence and an MHC pseudo amino acid sequence, predict their binding affinity value. This is MHC class I binding data. (1) The peptide sequence is KFLTNKLLL. The MHC is HLA-A01:01 with pseudo-sequence HLA-A01:01. The binding affinity (normalized) is 0. (2) The peptide sequence is ASYRLCLYR. The MHC is HLA-B35:01 with pseudo-sequence HLA-B35:01. The binding affinity (normalized) is 0.0847. (3) The peptide sequence is GSVNVVYTF. The MHC is HLA-A31:01 with pseudo-sequence HLA-A31:01. The binding affinity (normalized) is 0.134. (4) The peptide sequence is SFIVPEFAK. The MHC is HLA-A03:01 with pseudo-sequence HLA-A03:01. The binding affinity (normalized) is 0.0130.